This data is from Catalyst prediction with 721,799 reactions and 888 catalyst types from USPTO. The task is: Predict which catalyst facilitates the given reaction. (1) Product: [NH2:26][C:27]1[CH:28]=[C:29]([CH:33]([OH:37])[CH2:34][N:35]([CH2:20][C:18]2[S:19][C:12]3[C:11](=[O:23])[C:10]([C:8]([NH:7][CH2:6][C:5]4[CH:4]=[CH:3][C:2]([Cl:1])=[CH:25][CH:24]=4)=[O:9])=[CH:15][N:14]([CH3:16])[C:13]=3[C:17]=2[CH3:22])[CH3:36])[CH:30]=[CH:31][CH:32]=1. The catalyst class is: 3. Reactant: [Cl:1][C:2]1[CH:25]=[CH:24][C:5]([CH2:6][NH:7][C:8]([C:10]2[C:11](=[O:23])[C:12]3[S:19][C:18]([CH2:20]Cl)=[C:17]([CH3:22])[C:13]=3[N:14]([CH3:16])[CH:15]=2)=[O:9])=[CH:4][CH:3]=1.[NH2:26][C:27]1[CH:28]=[C:29]([CH:33]([OH:37])[CH2:34][NH:35][CH3:36])[CH:30]=[CH:31][CH:32]=1.C(N(C(C)C)CC)(C)C. (2) Reactant: [F:1][C:2]1[CH:7]=[CH:6][C:5]([C:8](=[O:16])[CH2:9][C:10]2[CH:15]=[CH:14][CH:13]=[CH:12][CH:11]=2)=[CH:4][CH:3]=1.[BrH:17].BrBr.S([O-])([O-])=O.[Na+].[Na+]. Product: [Br:17][CH:9]([C:10]1[CH:11]=[CH:12][CH:13]=[CH:14][CH:15]=1)[C:8]([C:5]1[CH:4]=[CH:3][C:2]([F:1])=[CH:7][CH:6]=1)=[O:16]. The catalyst class is: 699. (3) Reactant: [NH2:1][C:2]1[CH:3]=[CH:4][C:5]2[O:9][C:8](=[O:10])[NH:7][C:6]=2[CH:11]=1.[Cl:12][C:13]1[N:18]=[C:17](Cl)[C:16]([CH3:20])=[CH:15][N:14]=1.CO. Product: [Cl:12][C:13]1[N:18]=[C:17]([NH:1][C:2]2[CH:3]=[CH:4][C:5]3[O:9][C:8](=[O:10])[NH:7][C:6]=3[CH:11]=2)[C:16]([CH3:20])=[CH:15][N:14]=1. The catalyst class is: 6.